This data is from Peptide-MHC class I binding affinity with 185,985 pairs from IEDB/IMGT. The task is: Regression. Given a peptide amino acid sequence and an MHC pseudo amino acid sequence, predict their binding affinity value. This is MHC class I binding data. (1) The peptide sequence is ITLIKTPSLD. The MHC is Mamu-A01 with pseudo-sequence Mamu-A01. The binding affinity (normalized) is 0.322. (2) The peptide sequence is TLNFPISPI. The MHC is HLA-A68:02 with pseudo-sequence HLA-A68:02. The binding affinity (normalized) is 0.626. (3) The binding affinity (normalized) is 0.799. The peptide sequence is SSLRNLCEL. The MHC is H-2-Db with pseudo-sequence H-2-Db. (4) The peptide sequence is KIFRCLTVL. The MHC is HLA-A02:01 with pseudo-sequence HLA-A02:01. The binding affinity (normalized) is 0.532. (5) The peptide sequence is ATEDPSSGY. The MHC is HLA-A03:01 with pseudo-sequence HLA-A03:01. The binding affinity (normalized) is 0.0847. (6) The binding affinity (normalized) is 0.181. The peptide sequence is KIKTNDINV. The MHC is HLA-A02:06 with pseudo-sequence HLA-A02:06. (7) The binding affinity (normalized) is 0.710. The peptide sequence is QLQANRRAY. The MHC is HLA-B15:01 with pseudo-sequence HLA-B15:01. (8) The peptide sequence is SISSVLTILY. The MHC is HLA-A33:01 with pseudo-sequence HLA-A33:01. The binding affinity (normalized) is 0.287. (9) The peptide sequence is RLKTATYTF. The MHC is HLA-A03:01 with pseudo-sequence HLA-A03:01. The binding affinity (normalized) is 0.0847. (10) The binding affinity (normalized) is 0.0847. The MHC is HLA-B27:05 with pseudo-sequence HLA-B27:05. The peptide sequence is VYFVLTDRF.